From a dataset of Reaction yield outcomes from USPTO patents with 853,638 reactions. Predict the reaction yield, written as a fraction of the theoretical maximum amount of product (1.0 means a 100% yield; for example, 0.34 means a 34% yield). (1) The reactants are [CH3:1][C:2]1[O:6][N:5]=[C:4]([C:7]2[CH:12]=[CH:11][CH:10]=[CH:9][CH:8]=2)[C:3]=1[CH2:13][O:14][C:15]1[CH:16]=[CH:17][C:18]([C:21]([OH:23])=O)=[N:19][CH:20]=1.[NH2:24][N:25]1[CH2:30][CH2:29][O:28][CH2:27][CH2:26]1. No catalyst specified. The product is [N:25]1([NH:24][C:21]([C:18]2[CH:17]=[CH:16][C:15]([O:14][CH2:13][C:3]3[C:4]([C:7]4[CH:8]=[CH:9][CH:10]=[CH:11][CH:12]=4)=[N:5][O:6][C:2]=3[CH3:1])=[CH:20][N:19]=2)=[O:23])[CH2:30][CH2:29][O:28][CH2:27][CH2:26]1. The yield is 0.490. (2) The reactants are IC1C=CC=CC=1S([O-])(=O)=O.[Na+].OOS([O-])=O.[K+].S([O-])([O-])(=O)=O.[Na+].[Na+].[CH3:26][C:27]1[CH2:32][CH:31]([C:33]([CH3:35])=[CH2:34])[CH2:30][CH:29]([OH:36])[CH:28]=1. The catalyst is C(OCC)(=O)C. The product is [CH3:26][C:27]1[CH2:32][CH:31]([C:33]([CH3:35])=[CH2:34])[CH2:30][C:29](=[O:36])[CH:28]=1. The yield is 0.910. (3) The reactants are [Br:1][C:2]1[CH:7]=[CH:6][C:5]([NH:8][C:9](=[O:14])[C:10]([F:13])([F:12])[F:11])=[C:4]([CH3:15])[CH:3]=1.[Br:16]N1C(=O)CCC1=O. The catalyst is C(Cl)(Cl)(Cl)Cl. The product is [Br:1][C:2]1[CH:7]=[CH:6][C:5]([NH:8][C:9](=[O:14])[C:10]([F:12])([F:13])[F:11])=[C:4]([CH2:15][Br:16])[CH:3]=1. The yield is 0.680.